Dataset: Forward reaction prediction with 1.9M reactions from USPTO patents (1976-2016). Task: Predict the product of the given reaction. Given the reactants [Cl:1][C:2]1[S:6][C:5]([C:7]2[N:11]([C:12]3[CH:17]=[CH:16][C:15]([Cl:18])=[CH:14][C:13]=3[Cl:19])[N:10]=[C:9]([C:20](Cl)=[O:21])[C:8]=2[CH3:23])=[CH:4][CH:3]=1.[CH3:24][C:25]([CH3:30])([CH3:29])[C:26]([NH2:28])=[O:27].C[Si]([N-][Si](C)(C)C)(C)C.[Li+], predict the reaction product. The product is: [CH3:24][C:25]([CH3:30])([CH3:29])[C:26]([NH:28][C:20]([C:9]1[C:8]([CH3:23])=[C:7]([C:5]2[S:6][C:2]([Cl:1])=[CH:3][CH:4]=2)[N:11]([C:12]2[CH:17]=[CH:16][C:15]([Cl:18])=[CH:14][C:13]=2[Cl:19])[N:10]=1)=[O:21])=[O:27].